This data is from Peptide-MHC class II binding affinity with 134,281 pairs from IEDB. The task is: Regression. Given a peptide amino acid sequence and an MHC pseudo amino acid sequence, predict their binding affinity value. This is MHC class II binding data. The peptide sequence is SELYLYKVVKIEPLGVAP. The MHC is DRB4_0101 with pseudo-sequence DRB4_0103. The binding affinity (normalized) is 0.692.